Dataset: NCI-60 drug combinations with 297,098 pairs across 59 cell lines. Task: Regression. Given two drug SMILES strings and cell line genomic features, predict the synergy score measuring deviation from expected non-interaction effect. (1) Drug 1: C1CCC(C1)C(CC#N)N2C=C(C=N2)C3=C4C=CNC4=NC=N3. Drug 2: CC1=C(C=C(C=C1)C(=O)NC2=CC(=CC(=C2)C(F)(F)F)N3C=C(N=C3)C)NC4=NC=CC(=N4)C5=CN=CC=C5. Cell line: CCRF-CEM. Synergy scores: CSS=-2.50, Synergy_ZIP=2.53, Synergy_Bliss=4.16, Synergy_Loewe=-2.10, Synergy_HSA=-1.69. (2) Drug 1: COC1=CC(=CC(=C1O)OC)C2C3C(COC3=O)C(C4=CC5=C(C=C24)OCO5)OC6C(C(C7C(O6)COC(O7)C8=CC=CS8)O)O. Drug 2: CC1=C2C(C(=O)C3(C(CC4C(C3C(C(C2(C)C)(CC1OC(=O)C(C(C5=CC=CC=C5)NC(=O)OC(C)(C)C)O)O)OC(=O)C6=CC=CC=C6)(CO4)OC(=O)C)O)C)O. Cell line: EKVX. Synergy scores: CSS=34.0, Synergy_ZIP=-14.1, Synergy_Bliss=-4.82, Synergy_Loewe=-25.2, Synergy_HSA=-1.05. (3) Drug 1: CS(=O)(=O)C1=CC(=C(C=C1)C(=O)NC2=CC(=C(C=C2)Cl)C3=CC=CC=N3)Cl. Drug 2: COC1=C(C=C2C(=C1)N=CN=C2NC3=CC(=C(C=C3)F)Cl)OCCCN4CCOCC4. Cell line: MDA-MB-231. Synergy scores: CSS=11.4, Synergy_ZIP=-4.02, Synergy_Bliss=-5.21, Synergy_Loewe=-7.46, Synergy_HSA=-4.29. (4) Drug 1: CC1CCC2CC(C(=CC=CC=CC(CC(C(=O)C(C(C(=CC(C(=O)CC(OC(=O)C3CCCCN3C(=O)C(=O)C1(O2)O)C(C)CC4CCC(C(C4)OC)O)C)C)O)OC)C)C)C)OC. Drug 2: C(CC(=O)O)C(=O)CN.Cl. Cell line: SK-MEL-28. Synergy scores: CSS=13.6, Synergy_ZIP=-5.25, Synergy_Bliss=-1.70, Synergy_Loewe=-3.96, Synergy_HSA=0.0762. (5) Drug 1: CC12CCC3C(C1CCC2NC(=O)OCC(F)(F)F)CCC4C3(C=CC(=O)N4C)C. Drug 2: CCC1=CC2CC(C3=C(CN(C2)C1)C4=CC=CC=C4N3)(C5=C(C=C6C(=C5)C78CCN9C7C(C=CC9)(C(C(C8N6C)(C(=O)OC)O)OC(=O)C)CC)OC)C(=O)OC. Cell line: T-47D. Synergy scores: CSS=29.0, Synergy_ZIP=0.813, Synergy_Bliss=-1.90, Synergy_Loewe=-0.224, Synergy_HSA=0.385. (6) Drug 1: CC1=CC=C(C=C1)C2=CC(=NN2C3=CC=C(C=C3)S(=O)(=O)N)C(F)(F)F. Drug 2: C1C(C(OC1N2C=NC3=C2NC=NCC3O)CO)O. Cell line: OVCAR-8. Synergy scores: CSS=-0.734, Synergy_ZIP=-0.720, Synergy_Bliss=-3.76, Synergy_Loewe=-4.48, Synergy_HSA=-3.79. (7) Drug 1: CC(C1=C(C=CC(=C1Cl)F)Cl)OC2=C(N=CC(=C2)C3=CN(N=C3)C4CCNCC4)N. Drug 2: CCN(CC)CCCC(C)NC1=C2C=C(C=CC2=NC3=C1C=CC(=C3)Cl)OC. Cell line: SK-MEL-2. Synergy scores: CSS=11.2, Synergy_ZIP=0.0746, Synergy_Bliss=6.36, Synergy_Loewe=0.398, Synergy_HSA=1.33.